This data is from Full USPTO retrosynthesis dataset with 1.9M reactions from patents (1976-2016). The task is: Predict the reactants needed to synthesize the given product. (1) Given the product [C:11]([C:15]1[CH:28]=[CH:27][C:18]([CH2:19][NH:20][C:21]([C:22]2[C:23]([CH3:24])=[N:1][C:2]3[C:3]([CH:4]=2)=[CH:6][CH:7]=[C:8]([CH3:10])[N:9]=3)=[O:26])=[CH:17][CH:16]=1)([CH3:14])([CH3:12])[CH3:13], predict the reactants needed to synthesize it. The reactants are: [NH2:1][C:2]1[N:9]=[C:8]([CH3:10])[CH:7]=[CH:6][C:3]=1[CH:4]=O.[C:11]([C:15]1[CH:28]=[CH:27][C:18]([CH2:19][NH:20][C:21](=[O:26])[CH2:22][C:23](=O)[CH3:24])=[CH:17][CH:16]=1)([CH3:14])([CH3:13])[CH3:12].N1CCCCC1. (2) Given the product [CH2:42]([C:4]1[N:3]=[C:2]([Cl:1])[CH:10]=[CH:9][C:5]=1[C:6]([NH2:12])=[O:8])[C:43]1[CH:48]=[CH:47][CH:46]=[CH:45][CH:44]=1, predict the reactants needed to synthesize it. The reactants are: [Cl:1][C:2]1[CH:10]=[CH:9][C:5]([C:6]([OH:8])=O)=[CH:4][N:3]=1.C[N:12](C(ON1N=NC2C=CC=NC1=2)=[N+](C)C)C.F[P-](F)(F)(F)(F)F.C(N(CC)CC)C.[CH2:42](N)[C:43]1[CH:48]=[CH:47][CH:46]=[CH:45][CH:44]=1. (3) Given the product [NH2:1][C:2]1[N:3]=[C:4]([C:13]2[CH:18]=[CH:17][C:16]([Cl:19])=[CH:15][C:14]=2[Cl:20])[C:5]2[CH:10]=[C:9]([CH:11]([OH:12])[CH2:21][CH3:22])[S:8][C:6]=2[N:7]=1, predict the reactants needed to synthesize it. The reactants are: [NH2:1][C:2]1[N:3]=[C:4]([C:13]2[CH:18]=[CH:17][C:16]([Cl:19])=[CH:15][C:14]=2[Cl:20])[C:5]2[CH:10]=[C:9]([CH:11]=[O:12])[S:8][C:6]=2[N:7]=1.[CH2:21]([Mg]Br)[CH3:22]. (4) Given the product [CH3:1][C:2]1[NH:6][N:5]=[C:4]([C:26]2[CH:31]=[CH:30][CH:29]=[C:28]([CH3:32])[N:27]=2)[C:3]=1[C:33]1[CH:38]=[CH:37][N:36]=[C:35]([C:39]2[CH:40]=[CH:41][C:42]([CH2:43][N:47]3[CH2:52][CH2:51][O:50][CH2:49][CH2:48]3)=[CH:45][CH:46]=2)[CH:34]=1, predict the reactants needed to synthesize it. The reactants are: [CH3:1][C:2]1[N:6](C(C2C=CC=CC=2)(C2C=CC=CC=2)C2C=CC=CC=2)[N:5]=[C:4]([C:26]2[CH:31]=[CH:30][CH:29]=[C:28]([CH3:32])[N:27]=2)[C:3]=1[C:33]1[CH:38]=[CH:37][N:36]=[C:35]([C:39]2[CH:46]=[CH:45][C:42]([CH:43]=O)=[CH:41][CH:40]=2)[CH:34]=1.[NH:47]1[CH2:52][CH2:51][O:50][CH2:49][CH2:48]1. (5) The reactants are: [Cl:1][C:2]1[CH:17]=[CH:16][C:5]2[N:6]=[C:7]([NH:9][CH2:10][CH:11]3[CH2:15][CH2:14][NH:13][CH2:12]3)O[C:4]=2[CH:3]=1.Cl.C(O[C:24]([N:26]1CC[C@@H](CN)C1)=O)(C)(C)C.ClC1C=NC2C(=CC=C(Cl)C=2)N=1. Given the product [Cl:1][C:2]1[CH:3]=[C:4]2[C:5](=[CH:16][CH:17]=1)[N:6]=[C:7]([NH:9][CH2:10][C@@H:11]1[CH2:15][CH2:14][NH:13][CH2:12]1)[CH:24]=[N:26]2, predict the reactants needed to synthesize it.